This data is from Catalyst prediction with 721,799 reactions and 888 catalyst types from USPTO. The task is: Predict which catalyst facilitates the given reaction. (1) Reactant: [CH3:1][N:2]1[C:6]2[CH:7]=[CH:8][C:9]([N:11]3[CH:16]=[C:15]([C:17](=[N:19][OH:20])[NH2:18])[C:14](=[O:21])[N:13]([C@H:22]4[C:30]5[C:25](=[C:26]([C:31]([F:34])([F:33])[F:32])[CH:27]=[CH:28][CH:29]=5)[CH2:24][CH2:23]4)[C:12]3=[O:35])=[CH:10][C:5]=2[N:4]([CH3:36])[C:3]1=[O:37].N1C=CC=CC=1.Cl[C:45](OCC(C)C)=[O:46].Cl.F[P-](F)(F)(F)(F)F.C(N1C=C[N+](C)=C1)C. Product: [CH3:1][N:2]1[C:6]2[CH:7]=[CH:8][C:9]([N:11]3[CH:16]=[C:15]([C:17]4[NH:18][C:45](=[O:46])[O:20][N:19]=4)[C:14](=[O:21])[N:13]([C@H:22]4[C:30]5[C:25](=[C:26]([C:31]([F:33])([F:34])[F:32])[CH:27]=[CH:28][CH:29]=5)[CH2:24][CH2:23]4)[C:12]3=[O:35])=[CH:10][C:5]=2[N:4]([CH3:36])[C:3]1=[O:37]. The catalyst class is: 39. (2) Reactant: [OH:1][C:2]1[CH:7]=[CH:6][C:5]([C:8](=[O:10])[CH3:9])=[CH:4][C:3]=1[CH3:11].[OH-].[Na+].[Cl:14][C:15]1[C:22]([Cl:23])=[CH:21][CH:20]=[CH:19][C:16]=1[CH:17]=O.Cl. Product: [Cl:14][C:15]1[C:22]([Cl:23])=[CH:21][CH:20]=[CH:19][C:16]=1/[CH:17]=[CH:9]/[C:8]([C:5]1[CH:6]=[CH:7][C:2]([OH:1])=[C:3]([CH3:11])[CH:4]=1)=[O:10]. The catalyst class is: 315. (3) Reactant: [C:1]([C:3]1[CH:9]=[CH:8][CH:7]=[CH:6][C:4]=1N)#[N:2].[S:10]([NH2:14])([NH2:13])(=[O:12])=[O:11].C1CCN2C(=NCCC2)CC1. Product: [NH:13]1[C:4]2[CH:6]=[CH:7][CH:8]=[CH:9][C:3]=2[C:1]([NH2:2])=[N:14][S:10]1(=[O:12])=[O:11]. The catalyst class is: 6. (4) Reactant: [Si]([O:8][CH2:9][C:10]1[N:14]2[C:15](=[O:42])[N:16]([CH:18]3[CH2:23][CH2:22][N:21]([C:24]([C@H:26]([NH:31][C:32]([NH:34][C:35]4[CH:40]=[CH:39][C:38]([Cl:41])=[CH:37][CH:36]=4)=[O:33])[C:27]([CH3:30])([CH3:29])[CH3:28])=[O:25])[CH2:20][CH2:19]3)[CH2:17][C:13]2=[CH:12][N:11]=1)(C(C)(C)C)(C)C.C(O)(=O)C.O. Product: [Cl:41][C:38]1[CH:37]=[CH:36][C:35]([NH:34][C:32]([NH:31][C@@H:26]([C:24]([N:21]2[CH2:22][CH2:23][CH:18]([N:16]3[CH2:17][C:13]4=[CH:12][N:11]=[C:10]([CH2:9][OH:8])[N:14]4[C:15]3=[O:42])[CH2:19][CH2:20]2)=[O:25])[C:27]([CH3:29])([CH3:30])[CH3:28])=[O:33])=[CH:40][CH:39]=1. The catalyst class is: 1. (5) Reactant: [OH:1][C:2]1[CH:6]=[C:5]([C:7]([O:9][CH3:10])=[O:8])[O:4][N:3]=1.[CH2:11](Br)[C:12]1[CH:17]=[CH:16][CH:15]=[CH:14][CH:13]=1.C(=O)([O-])[O-].[K+].[K+].O. Product: [CH2:11]([O:1][C:2]1[CH:6]=[C:5]([C:7]([O:9][CH3:10])=[O:8])[O:4][N:3]=1)[C:12]1[CH:17]=[CH:16][CH:15]=[CH:14][CH:13]=1. The catalyst class is: 9. (6) Reactant: CS(O[CH:6]1[CH2:10][CH2:9][N:8]([C:11]2[CH:16]=[CH:15][C:14]([Br:17])=[CH:13][N:12]=2)[CH2:7]1)(=O)=O.[CH3:18][NH:19][CH:20]([CH3:22])[CH3:21]. Product: [Br:17][C:14]1[CH:15]=[CH:16][C:11]([N:8]2[CH2:9][CH2:10][CH:6]([N:19]([CH3:18])[CH:20]([CH3:22])[CH3:21])[CH2:7]2)=[N:12][CH:13]=1. The catalyst class is: 10. (7) Reactant: [CH2:1]([O:8][C:9]1[CH:10]=[CH:11][C:12]([I:17])=[C:13]([CH:16]=1)[CH2:14][OH:15])[C:2]1[CH:7]=[CH:6][CH:5]=[CH:4][CH:3]=1.[C:18](OC(=O)C)(=[O:20])[CH3:19]. Product: [CH2:1]([O:8][C:9]1[CH:10]=[CH:11][C:12]([I:17])=[C:13]([CH:16]=1)[CH2:14][O:15][C:18](=[O:20])[CH3:19])[C:2]1[CH:3]=[CH:4][CH:5]=[CH:6][CH:7]=1. The catalyst class is: 112. (8) Reactant: C([O:8][C:9](=[O:27])[CH2:10][N:11]1[CH2:16][C@@H:15]([CH3:17])[N:14](CC2C=CC=CC=2)[CH2:13][C@@H:12]1[CH2:25][CH3:26])C1C=CC=CC=1.C(O)(=O)C. Product: [CH2:25]([C@H:12]1[CH2:13][NH:14][C@H:15]([CH3:17])[CH2:16][N:11]1[CH2:10][C:9]([OH:27])=[O:8])[CH3:26]. The catalyst class is: 19.